The task is: Predict the product of the given reaction.. This data is from Forward reaction prediction with 1.9M reactions from USPTO patents (1976-2016). Given the reactants [CH3:1][C@@H:2]1[CH2:7][CH2:6][C@H:5]([O:8][C:9]2[CH:10]=[C:11]3[C:16](=[CH:17][CH:18]=2)[CH:15]=[C:14]([C:19]([O:21][CH3:22])=[O:20])[CH:13]=[CH:12]3)[CH2:4][CH2:3]1.[I:23]N1C(=O)CCC1=O, predict the reaction product. The product is: [I:23][C:10]1[C:9]([O:8][C@H:5]2[CH2:4][CH2:3][C@@H:2]([CH3:1])[CH2:7][CH2:6]2)=[CH:18][CH:17]=[C:16]2[C:11]=1[CH:12]=[CH:13][C:14]([C:19]([O:21][CH3:22])=[O:20])=[CH:15]2.